This data is from Peptide-MHC class I binding affinity with 185,985 pairs from IEDB/IMGT. The task is: Regression. Given a peptide amino acid sequence and an MHC pseudo amino acid sequence, predict their binding affinity value. This is MHC class I binding data. (1) The peptide sequence is SLMASSPTSI. The MHC is HLA-A29:02 with pseudo-sequence HLA-A29:02. The binding affinity (normalized) is 0.344. (2) The peptide sequence is VLTHGLASV. The MHC is HLA-A68:02 with pseudo-sequence HLA-A68:02. The binding affinity (normalized) is 0.205. (3) The peptide sequence is EDKILKVGKF. The MHC is Mamu-A11 with pseudo-sequence Mamu-A11. The binding affinity (normalized) is 0. (4) The peptide sequence is NVMGMIGV. The MHC is HLA-A68:02 with pseudo-sequence HLA-A68:02. The binding affinity (normalized) is 0.576.